This data is from Retrosynthesis with 50K atom-mapped reactions and 10 reaction types from USPTO. The task is: Predict the reactants needed to synthesize the given product. Given the product COc1ccc(Cc2oc3c(O)c(C)c(C)cc3c2C)cc1, predict the reactants needed to synthesize it. The reactants are: COc1ccc(C(=O)c2oc3c(O)c(C)c(C)cc3c2C)cc1.